Predict the product of the given reaction. From a dataset of Forward reaction prediction with 1.9M reactions from USPTO patents (1976-2016). (1) Given the reactants [C:1]1([NH:11][C:12](=[S:15])[NH:13][NH2:14])[C:10]2[C:5](=[CH:6][CH:7]=[CH:8][CH:9]=2)[CH:4]=[CH:3][CH:2]=1.[CH3:16]OC(OC)N(C)C, predict the reaction product. The product is: [C:1]1([N:11]2[CH:16]=[N:14][NH:13][C:12]2=[S:15])[C:10]2[C:5](=[CH:6][CH:7]=[CH:8][CH:9]=2)[CH:4]=[CH:3][CH:2]=1. (2) Given the reactants Br[C:2]1[N:3]=[C:4]2[C:10]([C:11]([C:13]3([CH3:19])[CH2:18][CH2:17][CH2:16][CH2:15][CH2:14]3)=[O:12])=[CH:9][NH:8][C:5]2=[N:6][CH:7]=1.CC1(C)C(C)(C)OB([C:28]2[CH:33]=[CH:32][C:31]([N:34]3[CH2:39][CH2:38][CH2:37][CH2:36][CH2:35]3)=[CH:30][CH:29]=2)O1, predict the reaction product. The product is: [CH3:19][C:13]1([C:11]([C:10]2[C:4]3[C:5](=[N:6][CH:7]=[C:2]([C:28]4[CH:29]=[CH:30][C:31]([N:34]5[CH2:35][CH2:36][CH2:37][CH2:38][CH2:39]5)=[CH:32][CH:33]=4)[N:3]=3)[NH:8][CH:9]=2)=[O:12])[CH2:18][CH2:17][CH2:16][CH2:15][CH2:14]1. (3) Given the reactants [CH2:1]([N:8]1[C:13](=[O:14])[CH:12]=[CH:11][C:10]([N:15]2[C:23]3[C:18](=[CH:19][CH:20]=[CH:21][CH:22]=3)[CH2:17][C@H:16]2[C:24]([O:26]C)=[O:25])=[N:9]1)[C:2]1[CH:7]=[CH:6][CH:5]=[CH:4][CH:3]=1.O.O.[OH-].[Li+].Cl, predict the reaction product. The product is: [CH2:1]([N:8]1[C:13](=[O:14])[CH:12]=[CH:11][C:10]([N:15]2[C:23]3[C:18](=[CH:19][CH:20]=[CH:21][CH:22]=3)[CH2:17][C@H:16]2[C:24]([OH:26])=[O:25])=[N:9]1)[C:2]1[CH:7]=[CH:6][CH:5]=[CH:4][CH:3]=1. (4) Given the reactants [CH3:1][N:2]1[CH2:15][CH2:14][C:5]2[NH:6][C:7]3[CH:8]=[CH:9][C:10]([CH3:13])=[CH:11][C:12]=3[C:4]=2[CH2:3]1.[F:16][C:17]([F:28])([F:27])[N:18]1[CH:23]=[C:22]([CH:24]=[CH2:25])[CH:21]=[CH:20][C:19]1=[O:26].[OH-].[K+], predict the reaction product. The product is: [F:27][C:17]([F:16])([F:28])[N:18]1[CH:23]=[C:22]([CH2:24][CH2:25][N:6]2[C:7]3[CH:8]=[CH:9][C:10]([CH3:13])=[CH:11][C:12]=3[C:4]3[CH2:3][N:2]([CH3:1])[CH2:15][CH2:14][C:5]2=3)[CH:21]=[CH:20][C:19]1=[O:26]. (5) Given the reactants C[O:2][C:3](=[O:43])[C:4]1[CH:9]=[CH:8][CH:7]=[C:6]([C:10]2[O:11][C:12]3[CH:18]=[CH:17][CH:16]=[C:15]([CH:19]4[N:23]([C:24](=[O:34])[C:25]5[C:30]([F:31])=[CH:29][C:28]([F:32])=[CH:27][C:26]=5[F:33])[N:22]=[C:21]([C:35]5[CH:40]=[CH:39][C:38]([F:41])=[C:37]([F:42])[CH:36]=5)[S:20]4)[C:13]=3[N:14]=2)[CH:5]=1.[Li+].[OH-].Cl, predict the reaction product. The product is: [F:42][C:37]1[CH:36]=[C:35]([C:21]2[S:20][CH:19]([C:15]3[C:13]4[N:14]=[C:10]([C:6]5[CH:5]=[C:4]([CH:9]=[CH:8][CH:7]=5)[C:3]([OH:43])=[O:2])[O:11][C:12]=4[CH:18]=[CH:17][CH:16]=3)[N:23]([C:24](=[O:34])[C:25]3[C:26]([F:33])=[CH:27][C:28]([F:32])=[CH:29][C:30]=3[F:31])[N:22]=2)[CH:40]=[CH:39][C:38]=1[F:41]. (6) Given the reactants [CH3:1][C:2]([C:5]1[CH:6]=[C:7]([CH:11]=[C:12]([C:15]([CH3:18])([CH3:17])[CH3:16])[C:13]=1[OH:14])[C:8](O)=[O:9])([CH3:4])[CH3:3].C(N1C=CN=C1)([N:21]1C=CN=C1)=O.N, predict the reaction product. The product is: [CH3:1][C:2]([C:5]1[CH:6]=[C:7]([CH:11]=[C:12]([C:15]([CH3:18])([CH3:17])[CH3:16])[C:13]=1[OH:14])[C:8]([NH2:21])=[O:9])([CH3:4])[CH3:3]. (7) Given the reactants Br[C:2]1[CH:3]=[N:4][C:5]2[C:10]([N:11]=1)=[C:9]([C:12]([NH:14][CH2:15][C:16]([O:18]CC)=[O:17])=[O:13])[C:8]([OH:21])=[C:7]([C:22]1[CH:27]=[CH:26][CH:25]=[C:24]([F:28])[CH:23]=1)[CH:6]=2.[F:29][C:30]1[CH:31]=[C:32](B(O)O)[CH:33]=[CH:34][CH:35]=1.C(=O)([O-])[O-].[K+].[K+], predict the reaction product. The product is: [F:29][C:30]1[CH:35]=[C:34]([C:2]2[CH:3]=[N:4][C:5]3[C:10]([N:11]=2)=[C:9]([C:12]([NH:14][CH2:15][C:16]([OH:18])=[O:17])=[O:13])[C:8]([OH:21])=[C:7]([C:22]2[CH:27]=[CH:26][CH:25]=[C:24]([F:28])[CH:23]=2)[CH:6]=3)[CH:33]=[CH:32][CH:31]=1.